Dataset: Catalyst prediction with 721,799 reactions and 888 catalyst types from USPTO. Task: Predict which catalyst facilitates the given reaction. (1) Reactant: C1C=CC(P(C2C(C3C(P(C4C=CC=CC=4)C4C=CC=CC=4)=CC=C4C=3C=CC=C4)=C3C(C=CC=C3)=CC=2)C2C=CC=CC=2)=CC=1.Br[C:48]1[CH:53]=[CH:52][CH:51]=[CH:50][CH:49]=1.C(=O)([O-])[O-].[Cs+].[Cs+].[F:60][C:61]([F:80])([F:79])[C:62]1[CH:67]=[CH:66][C:65]([NH:68][C:69]2[C:70]3[CH2:78][CH2:77][NH:76][CH2:75][C:71]=3[N:72]=[CH:73][N:74]=2)=[CH:64][CH:63]=1. Product: [C:48]1([N:76]2[CH2:77][CH2:78][C:70]3[C:69]([NH:68][C:65]4[CH:64]=[CH:63][C:62]([C:61]([F:80])([F:60])[F:79])=[CH:67][CH:66]=4)=[N:74][CH:73]=[N:72][C:71]=3[CH2:75]2)[CH:53]=[CH:52][CH:51]=[CH:50][CH:49]=1. The catalyst class is: 584. (2) Reactant: [CH2:1]([C:3]([C:19]1[CH:20]=[CH:21][C:22]([F:34])=[C:23](/[CH:25]=[CH:26]/[C:27]([O:29]C(C)(C)C)=[O:28])[CH:24]=1)=[C:4]([C:12]1[CH:17]=[CH:16][C:15]([OH:18])=[CH:14][CH:13]=1)[C:5]1[CH:10]=[CH:9][C:8]([OH:11])=[CH:7][CH:6]=1)[CH3:2].[OH-].[Na+].Cl. Product: [CH2:1]([C:3]([C:19]1[CH:20]=[CH:21][C:22]([F:34])=[C:23](/[CH:25]=[CH:26]/[C:27]([OH:29])=[O:28])[CH:24]=1)=[C:4]([C:12]1[CH:13]=[CH:14][C:15]([OH:18])=[CH:16][CH:17]=1)[C:5]1[CH:10]=[CH:9][C:8]([OH:11])=[CH:7][CH:6]=1)[CH3:2]. The catalyst class is: 242.